This data is from Forward reaction prediction with 1.9M reactions from USPTO patents (1976-2016). The task is: Predict the product of the given reaction. Given the reactants [F:1][C:2]([F:34])([F:33])[C:3]1[CH:4]=[C:5]([CH:26]=[C:27]([C:29]([F:32])([F:31])[F:30])[CH:28]=1)[CH2:6][N:7]([CH2:14][C:15]1[CH:20]=[C:19]([C:21]([F:24])([F:23])[F:22])[CH:18]=[CH:17][C:16]=1Br)[C:8]1[N:9]=[N:10][N:11]([CH3:13])[N:12]=1.C([Mg]Cl)(C)C.[Li+].[Cl-].[CH:42]([CH:44]1[CH2:49][CH2:48][N:47]([C:50]([O:52][C:53]([CH3:56])([CH3:55])[CH3:54])=[O:51])[CH2:46][CH2:45]1)=[O:43], predict the reaction product. The product is: [F:1][C:2]([F:34])([F:33])[C:3]1[CH:4]=[C:5]([CH:26]=[C:27]([C:29]([F:32])([F:31])[F:30])[CH:28]=1)[CH2:6][N:7]([CH2:14][C:15]1[CH:20]=[C:19]([C:21]([F:24])([F:23])[F:22])[CH:18]=[CH:17][C:16]=1[CH:42]([OH:43])[CH:44]1[CH2:49][CH2:48][N:47]([C:50]([O:52][C:53]([CH3:55])([CH3:54])[CH3:56])=[O:51])[CH2:46][CH2:45]1)[C:8]1[N:9]=[N:10][N:11]([CH3:13])[N:12]=1.